From a dataset of Full USPTO retrosynthesis dataset with 1.9M reactions from patents (1976-2016). Predict the reactants needed to synthesize the given product. (1) Given the product [C:32]([C:25]1[C:26]2[C:31](=[CH:30][CH:29]=[CH:28][CH:27]=2)[C:22]([C:2]2[C:3]([S:8][CH2:9][C:10]([OH:12])=[O:11])=[N:4][CH:5]=[N:6][CH:7]=2)=[CH:23][CH:24]=1)#[N:33], predict the reactants needed to synthesize it. The reactants are: Br[C:2]1[C:3]([S:8][CH2:9][C:10]([O:12]C)=[O:11])=[N:4][CH:5]=[N:6][CH:7]=1.CC1(C)C(C)(C)OB([C:22]2[C:31]3[C:26](=[CH:27][CH:28]=[CH:29][CH:30]=3)[C:25]([C:32]#[N:33])=[CH:24][CH:23]=2)O1.C(=O)([O-])[O-].[Na+].[Na+].[OH-].[Na+]. (2) Given the product [C:1]([O:5][C:6]([N:7]([CH3:8])[CH2:9][CH2:10][N:11]1[C:19]2[C:14](=[CH:15][CH:16]=[C:17]([Cl:20])[CH:18]=2)[C:13]([C:21]([OH:26])=[O:30])=[CH:12]1)=[O:27])([CH3:3])([CH3:4])[CH3:2], predict the reactants needed to synthesize it. The reactants are: [C:1]([O:5][C:6](=[O:27])[N:7]([CH2:9][CH2:10][N:11]1[C:19]2[C:14](=[CH:15][CH:16]=[C:17]([Cl:20])[CH:18]=2)[C:13]([C:21](=[O:26])C(F)(F)F)=[CH:12]1)[CH3:8])([CH3:4])([CH3:3])[CH3:2].[H-].[Na+].[OH2:30]. (3) Given the product [CH2:1]([NH:8][C:9](=[O:20])[NH:10][CH2:11][C:12]([CH3:18])([CH3:19])[C:13]([OH:15])=[O:14])[C:2]1[CH:3]=[CH:4][CH:5]=[CH:6][CH:7]=1, predict the reactants needed to synthesize it. The reactants are: [CH2:1]([NH:8][C:9](=[O:20])[NH:10][CH2:11][C:12]([CH3:19])([CH3:18])[C:13]([O:15]CC)=[O:14])[C:2]1[CH:7]=[CH:6][CH:5]=[CH:4][CH:3]=1.O.[OH-].[Li+]. (4) Given the product [Cl:17][CH2:18][CH2:19][S:20]([NH:16][CH2:15][CH2:14][NH:13][S:10]([C:5]1[CH:6]=[CH:7][CH:8]=[CH:9][C:4]=1[N+:1]([O-:3])=[O:2])(=[O:12])=[O:11])(=[O:22])=[O:21], predict the reactants needed to synthesize it. The reactants are: [N+:1]([C:4]1[CH:9]=[CH:8][CH:7]=[CH:6][C:5]=1[S:10]([NH:13][CH2:14][CH2:15][NH2:16])(=[O:12])=[O:11])([O-:3])=[O:2].[Cl:17][CH2:18][CH2:19][S:20](Cl)(=[O:22])=[O:21].C(N(CC)CC)C. (5) Given the product [Cl:2][C:3]1[CH:8]=[CH:7][C:6]([N:9]2[CH2:14][CH2:13][CH2:12][C@@H:11]([C:15]([N:55]3[CH2:56][CH2:57][O:52][CH2:53][CH2:54]3)=[O:17])[CH2:10]2)=[CH:5][C:4]=1[C:18]1[NH:22][C:21]2[CH:23]=[CH:24][C:25]([F:27])=[CH:26][C:20]=2[N:19]=1, predict the reactants needed to synthesize it. The reactants are: Cl.[Cl:2][C:3]1[CH:8]=[CH:7][C:6]([N:9]2[CH2:14][CH2:13][CH2:12][C@@H:11]([C:15]([OH:17])=O)[CH2:10]2)=[CH:5][C:4]=1[C:18]1[NH:22][C:21]2[CH:23]=[CH:24][C:25]([F:27])=[CH:26][C:20]=2[N:19]=1.CN(C(ON1N=NC2C=CC=NC1=2)=[N+](C)C)C.F[P-](F)(F)(F)(F)F.[O:52]1[CH2:57][CH2:56][N:55](CCN)[CH2:54][CH2:53]1. (6) Given the product [NH2:7][CH2:8][CH2:9][CH:10]([NH:17][C:18]([C:19]1[CH:24]=[CH:23][C:22]([Cl:25])=[C:21]([NH:26][C:27]([C:29]2[C:40](=[O:41])[NH:39][C:32]3[N:33]=[C:34]([O:37][CH3:38])[N:35]=[CH:36][C:31]=3[CH:30]=2)=[O:28])[CH:20]=1)=[O:42])[C:11]1[CH:12]=[CH:13][CH:14]=[CH:15][CH:16]=1, predict the reactants needed to synthesize it. The reactants are: C(OC(=O)[NH:7][CH2:8][CH2:9][CH:10]([NH:17][C:18](=[O:42])[C:19]1[CH:24]=[CH:23][C:22]([Cl:25])=[C:21]([NH:26][C:27]([C:29]2[C:40](=[O:41])[NH:39][C:32]3[N:33]=[C:34]([O:37][CH3:38])[N:35]=[CH:36][C:31]=3[CH:30]=2)=[O:28])[CH:20]=1)[C:11]1[CH:16]=[CH:15][CH:14]=[CH:13][CH:12]=1)(C)(C)C.FC(F)(F)C(O)=O. (7) Given the product [CH:13]1([CH2:16][NH:17][C:27](=[O:28])[CH2:26][P:21](=[O:22])([O:23][CH2:24][CH3:25])[O:20][CH2:18][CH3:19])[CH2:15][CH2:14]1, predict the reactants needed to synthesize it. The reactants are: Cl.CN(C)CCCN=C=NCC.[CH:13]1([CH2:16][NH2:17])[CH2:15][CH2:14]1.[CH2:18]([O:20][P:21]([CH2:26][C:27](O)=[O:28])([O:23][CH2:24][CH3:25])=[O:22])[CH3:19].O.ON1C2C=CC=CC=2N=N1.